From a dataset of Full USPTO retrosynthesis dataset with 1.9M reactions from patents (1976-2016). Predict the reactants needed to synthesize the given product. (1) The reactants are: [N:1]12[CH2:8][CH2:7][C:4]([C:9]([C:17]3[CH:22]=[CH:21][CH:20]=[CH:19][CH:18]=3)([C:11]3[CH:16]=[CH:15][CH:14]=[CH:13][CH:12]=3)[OH:10])([CH2:5][CH2:6]1)[CH2:3][CH2:2]2.[Br:23][CH2:24][CH2:25][CH3:26]. Given the product [Br-:23].[OH:10][C:9]([C:17]1[CH:22]=[CH:21][CH:20]=[CH:19][CH:18]=1)([C:11]1[CH:12]=[CH:13][CH:14]=[CH:15][CH:16]=1)[C:4]12[CH2:5][CH2:6][N+:1]([CH2:24][CH2:25][CH3:26])([CH2:2][CH2:3]1)[CH2:8][CH2:7]2, predict the reactants needed to synthesize it. (2) Given the product [CH3:1][N:2]([C@@:10]1([CH3:24])[CH2:14][CH2:13][N:12]([C@@H:16]([C:18]2[CH:19]=[CH:20][CH:21]=[CH:22][CH:23]=2)[CH3:17])[CH2:11]1)[C:3](=[O:9])[O:4][C:5]([CH3:6])([CH3:7])[CH3:8], predict the reactants needed to synthesize it. The reactants are: [CH3:1][N:2]([C@@:10]1([CH3:24])[CH2:14][C:13](=O)[N:12]([C@@H:16]([C:18]2[CH:23]=[CH:22][CH:21]=[CH:20][CH:19]=2)[CH3:17])[CH2:11]1)[C:3](=[O:9])[O:4][C:5]([CH3:8])([CH3:7])[CH3:6].C(O)C.C(N(CC)CC)C.O. (3) Given the product [N+:10]([C:6]1[CH:7]=[CH:8][CH:9]=[C:4]2[C:5]=1[CH2:13][N:17]([CH:18]1[CH2:23][CH2:22][C:21](=[O:24])[NH:20][C:19]1=[O:25])[C:3]2=[O:15])([O-:12])=[O:11], predict the reactants needed to synthesize it. The reactants are: CO[C:3](=[O:15])[C:4]1[CH:9]=[CH:8][CH:7]=[C:6]([N+:10]([O-:12])=[O:11])[C:5]=1[CH2:13]Br.Cl.[NH2:17][CH:18]1[CH2:23][CH2:22][C:21](=[O:24])[NH:20][C:19]1=[O:25].CN(C)C=O.C(=O)([O-])[O-].[K+].[K+]. (4) Given the product [CH3:1][O:2][C:3]1[CH:20]=[CH:19][C:6]([C:7]([C:9]2[CH:10]=[C:11]([S:15]([NH2:21])(=[O:17])=[O:16])[CH:12]=[CH:13][CH:14]=2)=[O:8])=[CH:5][CH:4]=1, predict the reactants needed to synthesize it. The reactants are: [CH3:1][O:2][C:3]1[CH:20]=[CH:19][C:6]([C:7]([C:9]2[CH:10]=[C:11]([S:15](Cl)(=[O:17])=[O:16])[CH:12]=[CH:13][CH:14]=2)=[O:8])=[CH:5][CH:4]=1.[NH3:21]. (5) Given the product [F:52][C:53]([F:66])([F:67])[C:54]1[C:55]2[N:65]=[C:44]([C:40]3[C:39]([NH:38][C:36](=[O:37])[C:35]4[C:34]([F:33])=[CH:50][CH:49]=[CH:48][C:47]=4[F:51])=[CH:43][NH:42][N:41]=3)[NH:64][C:56]=2[CH:57]=[C:58]([C:60]([F:61])([F:62])[F:63])[CH:59]=1, predict the reactants needed to synthesize it. The reactants are: ClC1C=CC=C(Cl)C=1C(NC1C(C2NC3C=CC(CN4CCOCC4)=CC=3N=2)=NNC=1)=O.[F:33][C:34]1[CH:50]=[CH:49][CH:48]=[C:47]([F:51])[C:35]=1[C:36]([NH:38][C:39]1[C:40]([C:44](O)=O)=[N:41][NH:42][CH:43]=1)=[O:37].[F:52][C:53]([F:67])([F:66])[C:54]1[C:55]([NH2:65])=[C:56]([NH2:64])[CH:57]=[C:58]([C:60]([F:63])([F:62])[F:61])[CH:59]=1. (6) Given the product [F:11][C:12]1[CH:17]=[CH:16][C:15]([N:4]2[CH:5]=[C:6]([C:7]([O:9][CH3:10])=[O:8])[C:2]([CH3:1])=[N:3]2)=[C:14]([CH3:21])[CH:13]=1, predict the reactants needed to synthesize it. The reactants are: [CH3:1][C:2]1[C:6]([C:7]([O:9][CH3:10])=[O:8])=[CH:5][NH:4][N:3]=1.[F:11][C:12]1[CH:17]=[CH:16][C:15](B(O)O)=[C:14]([CH3:21])[CH:13]=1. (7) Given the product [OH:6][C:7]1[CH:8]=[C:9]([C:15]([C@@H:17]2[C@:26]3([CH3:27])[C@H:21]([C:22]([CH3:28])([CH3:29])[CH2:23][CH2:24][CH2:25]3)[CH2:20][C@H:19]([CH2:30][NH:31][C:32](=[O:34])[CH3:33])[C@H:18]2[CH3:35])=[O:16])[CH:10]=[C:11]([OH:13])[CH:12]=1, predict the reactants needed to synthesize it. The reactants are: B(Br)(Br)Br.C[O:6][C:7]1[CH:8]=[C:9]([C:15]([C@@H:17]2[C@:26]3([CH3:27])[C@H:21]([C:22]([CH3:29])([CH3:28])[CH2:23][CH2:24][CH2:25]3)[CH2:20][C@H:19]([CH2:30][NH:31][C:32](=[O:34])[CH3:33])[C@H:18]2[CH3:35])=[O:16])[CH:10]=[C:11]([O:13]C)[CH:12]=1. (8) Given the product [OH:3][CH2:4][CH:6]1[NH:7][C:8](=[O:13])[CH2:9][CH2:10][CH2:11][CH2:12]1, predict the reactants needed to synthesize it. The reactants are: C([O:3][C:4]([CH:6]1[CH2:12][CH2:11][CH2:10][CH2:9][C:8](=[O:13])[NH:7]1)=O)C.B.[Li].Cl.C(=O)([O-])[O-].[K+].[K+]. (9) Given the product [NH2:10][C:11]1[CH:18]=[CH:17][CH:16]=[C:15]([O:5][CH2:4][CH:3]([CH2:6][CH3:7])[CH2:1][CH3:2])[C:12]=1[C:13]#[N:14], predict the reactants needed to synthesize it. The reactants are: [CH2:1]([CH:3]([CH2:6][CH3:7])[CH2:4][OH:5])[CH3:2].[H-].[Na+].[NH2:10][C:11]1[CH:18]=[CH:17][CH:16]=[C:15](F)[C:12]=1[C:13]#[N:14]. (10) Given the product [CH3:7][NH:5][C@H:4]([C:14]([NH:15][C@@H:16]1[C@@H:23]2[C@@H:19]([CH2:20][N:21]([C:26]3[N:27]=[N:28][C:29]([C:32]([F:35])([F:34])[F:33])=[CH:30][CH:31]=3)[CH2:22]2)[CH2:18][CH2:17]1)=[O:24])[CH2:3][CH:2]([CH3:6])[CH3:37], predict the reactants needed to synthesize it. The reactants are: F[C@@H:2]1[CH2:6][N:5]([C:7](OC(C)(C)C)=O)[C@H:4]([C:14](=[O:24])[NH:15][C@@H:16]2[C@@H:23]3[C@@H:19]([CH2:20][NH:21][CH2:22]3)[CH2:18][CH2:17]2)[CH2:3]1.Cl[C:26]1[N:27]=[N:28][C:29]([C:32]([F:35])([F:34])[F:33])=[CH:30][CH:31]=1.Br[C:37]1C=C(C(F)(F)F)C=CN=1.